This data is from Reaction yield outcomes from USPTO patents with 853,638 reactions. The task is: Predict the reaction yield, written as a fraction of the theoretical maximum amount of product (1.0 means a 100% yield; for example, 0.34 means a 34% yield). (1) The reactants are [F:1][C:2]1[C:7]2[O:8][CH2:9][O:10][C:6]=2[CH:5]=[C:4]([CH2:11]O)[CH:3]=1.C([O-])(O)=O.[Na+].O=S(Cl)[Cl:20]. No catalyst specified. The product is [Cl:20][CH2:11][C:4]1[CH:3]=[C:2]([F:1])[C:7]2[O:8][CH2:9][O:10][C:6]=2[CH:5]=1. The yield is 0.920. (2) The reactants are Br[C:2]1[C:11]2[NH:10][C:9](=[O:12])[C:8]3[S:13][CH:14]=[CH:15][C:7]=3[C:6]=2[C:5]([C:16]2[CH:31]=[CH:30][C:19]([CH2:20][CH2:21][NH:22][C:23](=[O:29])[O:24][C:25]([CH3:28])([CH3:27])[CH3:26])=[C:18]([F:32])[CH:17]=2)=[C:4]([O:33][CH3:34])[CH:3]=1.[CH3:35]B1OB(C)OB(C)O1. The catalyst is C1C=CC(P(C2C=CC=CC=2)C2C=CC=CC=2)=CC=1.C1C=CC(P(C2C=CC=CC=2)C2C=CC=CC=2)=CC=1.C1C=CC(P(C2C=CC=CC=2)C2C=CC=CC=2)=CC=1.C1C=CC(P(C2C=CC=CC=2)C2C=CC=CC=2)=CC=1.[Pd]. The product is [F:32][C:18]1[CH:17]=[C:16]([C:5]2[C:6]3[C:7]4[CH:15]=[CH:14][S:13][C:8]=4[C:9](=[O:12])[NH:10][C:11]=3[C:2]([CH3:35])=[CH:3][C:4]=2[O:33][CH3:34])[CH:31]=[CH:30][C:19]=1[CH2:20][CH2:21][NH:22][C:23](=[O:29])[O:24][C:25]([CH3:28])([CH3:26])[CH3:27]. The yield is 0.580. (3) The reactants are [CH3:1][N:2]([CH3:19])[C:3]([CH2:5][CH2:6][CH2:7][C:8]#[C:9][C:10]1[CH:11]=[C:12]([CH:16]=[CH:17][CH:18]=1)[C:13]([OH:15])=O)=[O:4].CCN=C=NCCCN(C)C.C(N(CC)CC)C.[F:38][CH2:39][CH2:40][NH2:41]. The catalyst is ClCCl. The product is [CH3:19][N:2]([CH3:1])[C:3]([CH2:5][CH2:6][CH2:7][C:8]#[C:9][C:10]1[CH:11]=[C:12]([CH:16]=[CH:17][CH:18]=1)[C:13]([NH:41][CH2:40][CH2:39][F:38])=[O:15])=[O:4]. The yield is 0.910. (4) The reactants are [CH3:1][C:2]1[C:7]([C:8]#[C:9][Si](C)(C)C)=[CH:6][CH:5]=[CH:4][N:3]=1.[F-].C([N+](CCCC)(CCCC)CCCC)CCC. The catalyst is O1CCCC1. The product is [CH2:8]([C:7]1[C:2]([CH3:1])=[N:3][CH:4]=[CH:5][CH:6]=1)[CH3:9]. The yield is 0.511. (5) The reactants are Br[C:2]1[CH:3]=[CH:4][C:5]2[S:9][CH:8]=[CH:7][C:6]=2[CH:10]=1.[Br-].[CH2:12]([Zn+])[C:13]1[CH:18]=[CH:17][CH:16]=[CH:15][CH:14]=1. The catalyst is C1COCC1.C(OCC)(=O)C.CC(C)([P](C(C)(C)C)([Pd][P](C(C)(C)C)(C(C)(C)C)C(C)(C)C)C(C)(C)C)C. The product is [CH2:12]([C:2]1[CH:3]=[CH:4][C:5]2[S:9][CH:8]=[CH:7][C:6]=2[CH:10]=1)[C:13]1[CH:18]=[CH:17][CH:16]=[CH:15][CH:14]=1. The yield is 0.650.